Dataset: Full USPTO retrosynthesis dataset with 1.9M reactions from patents (1976-2016). Task: Predict the reactants needed to synthesize the given product. (1) Given the product [CH3:10][O:11][C:12]1[CH:13]=[C:14]([CH:29]=[CH:30][C:31]=1[N+:32]([O-:34])=[O:33])[C:15]([C:17]1[N:21]2[CH:22]=[CH:23][CH:24]=[C:25]([C:7]([N:6]([CH3:9])[CH3:5])=[O:8])[C:20]2=[CH:19][N:18]=1)=[O:16], predict the reactants needed to synthesize it. The reactants are: S(Cl)(Cl)=O.[CH3:5][N:6]([CH3:9])[CH:7]=[O:8].[CH3:10][O:11][C:12]1[CH:13]=[C:14]([CH:29]=[CH:30][C:31]=1[N+:32]([O-:34])=[O:33])[C:15]([C:17]1[N:21]2[CH:22]=[CH:23][CH:24]=[C:25](C(O)=O)[C:20]2=[CH:19][N:18]=1)=[O:16].CNC. (2) Given the product [F:1][C:2]1[CH:7]=[C:6]([CH3:8])[C:5]([S:9][CH2:10][C:11]([F:14])([F:13])[F:12])=[CH:4][C:3]=1[N:15]1[C:19]([CH2:20][C:40]([NH2:39])=[O:41])=[CH:18][C:17]([O:23][CH2:24][C:25]([F:31])([F:30])[C:26]([F:29])([F:27])[F:28])=[N:16]1, predict the reactants needed to synthesize it. The reactants are: [F:1][C:2]1[CH:7]=[C:6]([CH3:8])[C:5]([S:9][CH2:10][C:11]([F:14])([F:13])[F:12])=[CH:4][C:3]=1[N:15]1[C:19]([C:20](O)=O)=[CH:18][C:17]([O:23][CH2:24][C:25]([F:31])([F:30])[C:26]([F:29])([F:28])[F:27])=[N:16]1.C(Cl)(=O)C(Cl)=O.C[N:39](C)[CH:40]=[O:41]. (3) Given the product [C:10]([N:3]1[CH2:4][CH2:5][CH2:6][C@@:2]1([CH3:1])[C:7]([OH:9])=[O:8])(=[O:12])[CH3:11], predict the reactants needed to synthesize it. The reactants are: [CH3:1][C@@:2]1([C:7]([OH:9])=[O:8])[CH2:6][CH2:5][CH2:4][NH:3]1.[C:10](Cl)(=[O:12])[CH3:11].C(N(CC)C(C)C)(C)C. (4) Given the product [F:1][C:2]1[CH:3]=[N+:4]([O-:8])[CH:5]=[CH:6][C:7]=1[N+:9]([O-:11])=[O:10], predict the reactants needed to synthesize it. The reactants are: [F:1][C:2]1[CH:3]=[N+:4]([O-:8])[CH:5]=[CH:6][CH:7]=1.[N+:9]([O-])([OH:11])=[O:10].[OH-].[Na+]. (5) Given the product [NH2:1][C:2]1[C:11]2[CH:10]=[CH:9][C:8]([F:12])=[C:7]([C:24]3[CH:25]=[CH:26][CH:27]=[CH:28][C:23]=3[O:22][CH3:21])[C:6]=2[N:5]=[C:4]2[CH2:14][N:15]([CH:18]3[CH2:20][CH2:19]3)[C:16](=[O:17])[C:3]=12, predict the reactants needed to synthesize it. The reactants are: [NH2:1][C:2]1[C:11]2[CH:10]=[CH:9][C:8]([F:12])=[C:7](Br)[C:6]=2[N:5]=[C:4]2[CH2:14][N:15]([CH:18]3[CH2:20][CH2:19]3)[C:16](=[O:17])[C:3]=12.[CH3:21][O:22][C:23]1[CH:28]=[CH:27][CH:26]=[CH:25][C:24]=1B(O)O. (6) Given the product [CH3:1][N:2]([CH3:18])[CH2:3][CH2:4][N:5]1[CH2:10][CH2:9][C:8]2[NH:11][C:12]([CH:15]=[C:28]3[C:27]4[C:22](=[CH:23][CH:24]=[C:25]([NH:29][CH:30]=[O:31])[CH:26]=4)[NH:21][C:20]3=[O:19])=[C:13]([CH3:14])[C:7]=2[C:6]1=[O:17], predict the reactants needed to synthesize it. The reactants are: [CH3:1][N:2]([CH3:18])[CH2:3][CH2:4][N:5]1[CH2:10][CH2:9][C:8]2[NH:11][C:12]([CH:15]=O)=[C:13]([CH3:14])[C:7]=2[C:6]1=[O:17].[O:19]=[C:20]1[CH2:28][C:27]2[C:22](=[CH:23][CH:24]=[C:25]([NH:29][CH:30]=[O:31])[CH:26]=2)[NH:21]1. (7) The reactants are: [CH3:1][C@@H:2]1[NH:7][CH2:6][CH2:5][N:4]([C:8]([O:10][C:11]([CH3:14])([CH3:13])[CH3:12])=[O:9])[CH2:3]1.[C:15](Cl)(=[O:22])[C:16]1[CH:21]=[CH:20][CH:19]=[CH:18][CH:17]=1. Given the product [C:15]([N:7]1[CH2:6][CH2:5][N:4]([C:8]([O:10][C:11]([CH3:13])([CH3:12])[CH3:14])=[O:9])[CH2:3][C@@H:2]1[CH3:1])(=[O:22])[C:16]1[CH:21]=[CH:20][CH:19]=[CH:18][CH:17]=1, predict the reactants needed to synthesize it.